This data is from Forward reaction prediction with 1.9M reactions from USPTO patents (1976-2016). The task is: Predict the product of the given reaction. Given the reactants [Br:1][C:2]1[CH:3]=[C:4]([CH:8]=[CH:9][CH:10]=1)[C:5]([OH:7])=O.C(Cl)CCl.C1C=NC2N(O)N=NC=2C=1.CCN(C(C)C)C(C)C.[NH2:34][C:35]1[CH:43]=[N:42][CH:41]=[CH:40][C:36]=1[C:37]([OH:39])=[O:38], predict the reaction product. The product is: [Br:1][C:2]1[CH:3]=[C:4]([C:5]([NH:34][C:35]2[CH:43]=[N:42][CH:41]=[CH:40][C:36]=2[C:37]([OH:39])=[O:38])=[O:7])[CH:8]=[CH:9][CH:10]=1.